This data is from Catalyst prediction with 721,799 reactions and 888 catalyst types from USPTO. The task is: Predict which catalyst facilitates the given reaction. (1) Product: [CH2:32]([N:31]1[C:27]([C:25](=[O:26])[NH:15][C:13]2[CH:12]=[CH:11][N:10]3[CH:16]=[C:7]([C:1]4[CH:2]=[CH:3][CH:4]=[CH:5][CH:6]=4)[N:8]=[C:9]3[N:14]=2)=[C:28]([C:34]([O:36][CH2:37][CH3:38])=[O:35])[CH:29]=[N:30]1)[CH3:33]. Reactant: [C:1]1([C:7]2[N:8]=[C:9]3[N:14]=[C:13]([NH2:15])[CH:12]=[CH:11][N:10]3[CH:16]=2)[CH:6]=[CH:5][CH:4]=[CH:3][CH:2]=1.C(N(CC)CC)C.Cl[C:25]([C:27]1[N:31]([CH2:32][CH3:33])[N:30]=[CH:29][C:28]=1[C:34]([O:36][CH2:37][CH3:38])=[O:35])=[O:26].O. The catalyst class is: 4. (2) The catalyst class is: 59. Reactant: [Cl:1][C:2]1[N:7]=[CH:6][N:5]=[C:4]([C:8](Cl)=[O:9])[CH:3]=1.[NH2:11][C:12]1[CH:17]=[CH:16][C:15]([S:18]([NH2:21])(=[O:20])=[O:19])=[CH:14][C:13]=1[CH3:22].CCN(C(C)C)C(C)C. Product: [CH3:22][C:13]1[CH:14]=[C:15]([S:18](=[O:20])(=[O:19])[NH2:21])[CH:16]=[CH:17][C:12]=1[NH:11][C:8]([C:4]1[CH:3]=[C:2]([Cl:1])[N:7]=[CH:6][N:5]=1)=[O:9]. (3) Reactant: [CH3:1][NH:2][CH3:3].O1CCCC1.[F:9][C:10]1[CH:15]=[CH:14][C:13]([CH2:16][CH2:17][N:18]([CH3:31])[S:19]([C:22]2[CH:26]=[C:25]([C:27](=[O:30])[CH2:28]Br)[S:24][CH:23]=2)(=[O:21])=[O:20])=[CH:12][CH:11]=1.C(=O)(O)[O-].[Na+]. Product: [F:9][C:10]1[CH:15]=[CH:14][C:13]([CH2:16][CH2:17][N:18]([CH3:31])[S:19]([C:22]2[CH:26]=[C:25]([C:27](=[O:30])[CH2:28][N:2]([CH3:3])[CH3:1])[S:24][CH:23]=2)(=[O:21])=[O:20])=[CH:12][CH:11]=1. The catalyst class is: 7. (4) Reactant: [CH2:1]([O:3][C:4]1[CH:5]=[C:6]([CH:23]=[C:24](B2OC(C)(C)C(C)(C)O2)[CH:25]=1)[CH2:7][O:8][C:9]1[CH:14]=[CH:13][CH:12]=[CH:11][C:10]=1[CH2:15][C:16]([O:18][C:19]([CH3:22])([CH3:21])[CH3:20])=[O:17])[CH3:2].Br[C:36]1[C:37]([F:53])=[C:38]([CH:42]([NH:45][C:46](=[O:52])[O:47][C:48]([CH3:51])([CH3:50])[CH3:49])[CH2:43][F:44])[CH:39]=[CH:40][CH:41]=1.[O-]P([O-])([O-])=O.[K+].[K+].[K+].C(Cl)Cl. Product: [C:48]([O:47][C:46]([NH:45][CH:42]([C:38]1[C:37]([F:53])=[C:36]([C:24]2[CH:25]=[C:4]([O:3][CH2:1][CH3:2])[CH:5]=[C:6]([CH2:7][O:8][C:9]3[CH:14]=[CH:13][CH:12]=[CH:11][C:10]=3[CH2:15][C:16]([O:18][C:19]([CH3:20])([CH3:22])[CH3:21])=[O:17])[CH:23]=2)[CH:41]=[CH:40][CH:39]=1)[CH2:43][F:44])=[O:52])([CH3:51])([CH3:50])[CH3:49]. The catalyst class is: 3. (5) Reactant: [F:1][C:2]1[CH:7]=[CH:6][C:5]([C:8]2[S:12][CH:11]=[N:10][CH:9]=2)=[CH:4][CH:3]=1.[Li]CCCC.CN([CH:21]=[O:22])C. Product: [F:1][C:2]1[CH:3]=[CH:4][C:5]([C:8]2[S:12][C:11]([CH:21]=[O:22])=[N:10][CH:9]=2)=[CH:6][CH:7]=1. The catalyst class is: 1.